From a dataset of Forward reaction prediction with 1.9M reactions from USPTO patents (1976-2016). Predict the product of the given reaction. (1) Given the reactants [CH3:1][CH:2]([O:4][C:5]1[CH:6]=[C:7]([O:20][C:21]2[CH:31]=[CH:30][C:24]([C:25]([O:27]CC)=[O:26])=[CH:23][CH:22]=2)[CH:8]=[C:9]([C:11]([NH:13][C:14]2[CH:18]=[CH:17][N:16]([CH3:19])[N:15]=2)=[O:12])[CH:10]=1)[CH3:3].O.[OH-].[Li+], predict the reaction product. The product is: [CH3:3][CH:2]([O:4][C:5]1[CH:6]=[C:7]([O:20][C:21]2[CH:22]=[CH:23][C:24]([C:25]([OH:27])=[O:26])=[CH:30][CH:31]=2)[CH:8]=[C:9]([C:11]([NH:13][C:14]2[CH:18]=[CH:17][N:16]([CH3:19])[N:15]=2)=[O:12])[CH:10]=1)[CH3:1]. (2) Given the reactants [CH2:1]([O:4][C:5]1[CH:10]=[CH:9][C:8]([CH:11]2[CH2:16][CH2:15][N:14]([C:17]([O:19][C:20]([CH3:23])([CH3:22])[CH3:21])=[O:18])[CH2:13][CH:12]2[OH:24])=[CH:7][CH:6]=1)[CH:2]=[CH2:3].Cl[CH2:26][C:27]1[CH:36]=[C:35]([O:37][CH3:38])[C:34]2[C:29](=[CH:30][CH:31]=[CH:32][CH:33]=2)[C:28]=1[O:39][CH3:40], predict the reaction product. The product is: [CH2:1]([O:4][C:5]1[CH:6]=[CH:7][C:8]([CH:11]2[CH2:16][CH2:15][N:14]([C:17]([O:19][C:20]([CH3:23])([CH3:22])[CH3:21])=[O:18])[CH2:13][CH:12]2[O:24][CH2:26][C:27]2[CH:36]=[C:35]([O:37][CH3:38])[C:34]3[C:29](=[CH:30][CH:31]=[CH:32][CH:33]=3)[C:28]=2[O:39][CH3:40])=[CH:9][CH:10]=1)[CH:2]=[CH2:3].